Dataset: CYP2C9 inhibition data for predicting drug metabolism from PubChem BioAssay. Task: Regression/Classification. Given a drug SMILES string, predict its absorption, distribution, metabolism, or excretion properties. Task type varies by dataset: regression for continuous measurements (e.g., permeability, clearance, half-life) or binary classification for categorical outcomes (e.g., BBB penetration, CYP inhibition). Dataset: cyp2c9_veith. (1) The compound is Oc1ccc(Cl)cc1C=Nc1cnc2ccccc2c1. The result is 0 (non-inhibitor). (2) The drug is CN(C)c1ccc(/C=C2/C(=O)N(c3ccc([N+](=O)[O-])cc3)N=C2N2CCOCC2)cc1. The result is 0 (non-inhibitor). (3) The compound is Cc1ccc(NC(C#N)c2ccccc2OCc2ccccc2)cc1. The result is 1 (inhibitor). (4) The molecule is COc1ccc(COC2OC[C@]3(C)[C@H]4C5=C(CN3C(=O)OC(C)(C)C)[C@H](C)C(CO)C(CO)C5CC[C@@H]24)cc1. The result is 0 (non-inhibitor). (5) The drug is C[C@@]1(CCOCc2ccccc2)NC(=O)NC1=O. The result is 0 (non-inhibitor).